This data is from Full USPTO retrosynthesis dataset with 1.9M reactions from patents (1976-2016). The task is: Predict the reactants needed to synthesize the given product. (1) Given the product [Br:3][C:4]1[N:9]=[C:8]([C:10]([NH2:1])=[O:11])[CH:7]=[CH:6][CH:5]=1, predict the reactants needed to synthesize it. The reactants are: [NH3:1].O.[Br:3][C:4]1[N:9]=[C:8]([C:10](Cl)=[O:11])[CH:7]=[CH:6][CH:5]=1. (2) Given the product [Br:1][CH2:2][CH2:3][CH2:4][CH2:5][CH2:6][C:7]1[S:18][C:17]([NH2:19])=[N:16][N:15]=1, predict the reactants needed to synthesize it. The reactants are: [Br:1][CH2:2][CH2:3][CH2:4][CH2:5][CH2:6][C:7](O)=O.S(=O)(=O)(O)O.[NH2:15][NH:16][C:17]([NH2:19])=[S:18].N. (3) Given the product [CH2:1]([O:3][C:4]([N:6]1[CH2:28][CH2:27][C:10]2[C:11]3[CH:12]([C:20]4[CH:25]=[CH:24][CH:23]=[CH:22][CH:21]=4)[C:13]([F:19])([F:18])[CH2:14][C:15]=3[CH:16]=[CH:17][C:9]=2[CH2:8][CH2:7]1)=[O:5])[CH3:2], predict the reactants needed to synthesize it. The reactants are: [CH2:1]([O:3][C:4]([N:6]1[CH2:28][CH2:27][C:10]2[C:11]3[C:12](Cl)([C:20]4[CH:25]=[CH:24][CH:23]=[CH:22][CH:21]=4)[C:13]([F:19])([F:18])[CH2:14][C:15]=3[CH:16]=[CH:17][C:9]=2[CH2:8][CH2:7]1)=[O:5])[CH3:2].[H][H]. (4) Given the product [NH:20]1[CH2:19][CH2:18][CH:17]([C:10]2[C:11]3[C:12](=[N:13][CH:14]=[CH:15][CH:16]=3)[NH:8][CH:9]=2)[CH2:22][CH2:21]1, predict the reactants needed to synthesize it. The reactants are: C(O)(C(F)(F)F)=O.[NH:8]1[C:12]2=[N:13][CH:14]=[CH:15][CH:16]=[C:11]2[C:10]([CH:17]2[CH2:22][CH2:21][N:20](C(OC(C)(C)C)=O)[CH2:19][CH2:18]2)=[CH:9]1. (5) Given the product [C:8]([C:12]1[CH:13]=[C:14]([OH:18])[C:2](=[CH:16][CH:17]=1)[CH:3]=[O:5])([CH3:11])([CH3:10])[CH3:9], predict the reactants needed to synthesize it. The reactants are: F[C:2](F)(F)[C:3]([OH:5])=O.[C:8]([C:12]1[CH:13]=[C:14]([OH:18])C=[CH:16][CH:17]=1)([CH3:11])([CH3:10])[CH3:9].C1N2CN3CN(C2)CN1C3. (6) Given the product [CH:17]1([C:20]2[C:21]([N:38]([CH2:43][CH2:44][CH:45]([CH3:47])[CH3:46])[S:39]([CH3:42])(=[O:40])=[O:41])=[CH:22][C:23]3[O:27][C:26]([C:28]4[CH:33]=[CH:32][C:31]([F:34])=[CH:30][CH:29]=4)=[C:25]([C:35]4[NH:3][CH:4]=[C:5]([C:6]([F:7])([F:8])[F:9])[N:16]=4)[C:24]=3[CH:37]=2)[CH2:19][CH2:18]1, predict the reactants needed to synthesize it. The reactants are: CN(C)/[N:3]=[CH:4]/[C:5](=O)[C:6]([F:9])([F:8])[F:7].C([O-])(=O)C.[NH4+:16].[CH:17]1([C:20]2[C:21]([N:38]([CH2:43][CH2:44][CH:45]([CH3:47])[CH3:46])[S:39]([CH3:42])(=[O:41])=[O:40])=[CH:22][C:23]3[O:27][C:26]([C:28]4[CH:33]=[CH:32][C:31]([F:34])=[CH:30][CH:29]=4)=[C:25]([CH:35]=O)[C:24]=3[CH:37]=2)[CH2:19][CH2:18]1.C(OCC)(=O)C.C(Cl)Cl.